Dataset: Reaction yield outcomes from USPTO patents with 853,638 reactions. Task: Predict the reaction yield, written as a fraction of the theoretical maximum amount of product (1.0 means a 100% yield; for example, 0.34 means a 34% yield). The reactants are [CH3:1][S:2]([C:5]1[CH:10]=[CH:9][C:8]([NH2:11])=[CH:7][CH:6]=1)(=[O:4])=[O:3].[C:12](Cl)(Cl)=[S:13]. The catalyst is O.Cl. The product is [N:11]([C:8]1[CH:9]=[CH:10][C:5]([S:2]([CH3:1])(=[O:3])=[O:4])=[CH:6][CH:7]=1)=[C:12]=[S:13]. The yield is 0.850.